Task: Predict which catalyst facilitates the given reaction.. Dataset: Catalyst prediction with 721,799 reactions and 888 catalyst types from USPTO Reactant: Cl[C:2](Cl)([O:4]C(=O)OC(Cl)(Cl)Cl)Cl.Cl.[CH2:14]([O:16][C:17](=[O:27])[C@H:18]([CH2:20][C:21]1[CH:26]=[CH:25][CH:24]=[CH:23][CH:22]=1)[NH2:19])[CH3:15].CCN(C(C)C)C(C)C.[NH2:37][C:38]1[CH:47]=[C:46]2[C:41]([C:42]([CH3:49])=[CH:43][C:44](=[O:48])[O:45]2)=[CH:40][CH:39]=1.C(OC(C)C)(C)C. Product: [CH2:14]([O:16][C:17](=[O:27])[C@@H:18]([NH:19][C:2]([NH:37][C:38]1[CH:47]=[C:46]2[C:41]([C:42]([CH3:49])=[CH:43][C:44](=[O:48])[O:45]2)=[CH:40][CH:39]=1)=[O:4])[CH2:20][C:21]1[CH:26]=[CH:25][CH:24]=[CH:23][CH:22]=1)[CH3:15]. The catalyst class is: 139.